This data is from Full USPTO retrosynthesis dataset with 1.9M reactions from patents (1976-2016). The task is: Predict the reactants needed to synthesize the given product. (1) The reactants are: [Cl:1][C:2]1[CH:7]=[CH:6][CH:5]=[CH:4][C:3]=1[N+:8]([O-])=O.[C:11]([Mg]Br)([CH3:13])=[CH2:12].[NH4+].[Cl-]. Given the product [CH3:13][C:11]1[NH:8][C:3]2[C:4]([CH:12]=1)=[CH:5][CH:6]=[CH:7][C:2]=2[Cl:1], predict the reactants needed to synthesize it. (2) Given the product [F:14][C:15]([F:25])([F:24])[C:16]1[C:13]2[C:21](=[CH:22][C:5]3[NH:11][CH2:10][CH2:9][CH2:8][CH2:7][C:6]=3[CH:12]=2)[O:20][C:18](=[O:19])[CH:17]=1, predict the reactants needed to synthesize it. The reactants are: COC1[CH:13]=[CH:12][C:6]2[CH2:7][CH2:8][CH2:9][CH2:10][NH:11][C:5]=2C=1.[F:14][C:15]([F:25])([F:24])[C:16](=O)[CH2:17][C:18]([O:20][CH2:21][CH3:22])=[O:19]. (3) Given the product [Cl:1][C:2]1[CH:24]=[CH:23][C:5]([CH2:6][NH:7][C:8]([C:10]2[C:19](=[O:20])[C:18]3[C:13](=[CH:14][CH:15]=[C:16]([C:27]#[C:26][CH2:25][OH:28])[CH:17]=3)[N:12]([CH3:22])[N:11]=2)=[O:9])=[CH:4][CH:3]=1, predict the reactants needed to synthesize it. The reactants are: [Cl:1][C:2]1[CH:24]=[CH:23][C:5]([CH2:6][NH:7][C:8]([C:10]2[C:19](=[O:20])[C:18]3[C:13](=[CH:14][CH:15]=[C:16](I)[CH:17]=3)[N:12]([CH3:22])[N:11]=2)=[O:9])=[CH:4][CH:3]=1.[CH2:25]([OH:28])[C:26]#[CH:27]. (4) Given the product [Br:16][C:17]1[C:18]([F:33])=[CH:19][C:20]([F:32])=[C:21]([C@@:23]([NH:25][S@@:26]([C:28]([CH3:30])([CH3:29])[CH3:31])=[O:27])([CH2:8][C:7]([C:6]2[C:2]([CH3:1])=[N:3][O:4][C:5]=2[CH3:10])=[O:9])[CH3:24])[CH:22]=1, predict the reactants needed to synthesize it. The reactants are: [CH3:1][C:2]1[C:6]([C:7](=[O:9])[CH3:8])=[C:5]([CH3:10])[O:4][N:3]=1.[Li]CCCC.[Br:16][C:17]1[C:18]([F:33])=[CH:19][C:20]([F:32])=[C:21](/[C:23](=[N:25]/[S@@:26]([C:28]([CH3:31])([CH3:30])[CH3:29])=[O:27])/[CH3:24])[CH:22]=1.O. (5) Given the product [CH2:19]([O:1][C:2]1[CH:3]=[CH:4][C:5]([C:6]([O:8][CH3:9])=[O:7])=[CH:10][CH:11]=1)[CH2:20][CH2:21]/[CH:22]=[CH:23]\[CH2:24][CH2:25][CH2:26][CH2:27][CH2:28][CH3:29], predict the reactants needed to synthesize it. The reactants are: [OH:1][C:2]1[CH:11]=[CH:10][C:5]([C:6]([O:8][CH3:9])=[O:7])=[CH:4][CH:3]=1.C([O-])([O-])=O.[K+].[K+].I[CH2:19][CH2:20][CH2:21]/[CH:22]=[CH:23]\[CH2:24][CH2:25][CH2:26][CH2:27][CH2:28][CH3:29]. (6) Given the product [Cl:1][C:2]1[CH:3]=[C:4]2[C:10]([N:55]3[CH2:56][C@H:52]([OH:51])[CH2:53][C@H:54]3[C:57]([N:59]([CH3:61])[CH3:60])=[O:58])([C:11]3[CH:16]=[C:15]([CH3:17])[CH:14]=[CH:13][C:12]=3[O:18][CH3:19])[C:9](=[O:21])[N:8]([S:22]([C:25]3[CH:30]=[CH:29][C:28]([O:31][CH3:32])=[CH:27][C:26]=3[O:33][CH3:34])(=[O:23])=[O:24])[C:5]2=[N:6][CH:7]=1, predict the reactants needed to synthesize it. The reactants are: [Cl:1][C:2]1[CH:3]=[C:4]2[C:10](O)([C:11]3[CH:16]=[C:15]([CH3:17])[CH:14]=[CH:13][C:12]=3[O:18][CH3:19])[C:9](=[O:21])[N:8]([S:22]([C:25]3[CH:30]=[CH:29][C:28]([O:31][CH3:32])=[CH:27][C:26]=3[O:33][CH3:34])(=[O:24])=[O:23])[C:5]2=[N:6][CH:7]=1.CS(OS(C)(=O)=O)(=O)=O.FC(F)(F)C(O)=O.[OH:51][C@H:52]1[CH2:56][NH:55][C@H:54]([C:57]([N:59]([CH3:61])[CH3:60])=[O:58])[CH2:53]1.[NH4+].[Cl-]. (7) Given the product [Cl:1][C:2]1[CH:7]=[CH:6][CH:5]=[CH:4][C:3]=1[N:8]1[C:12]([C:13]([OH:14])=[O:22])=[CH:11][C:10]([C:18]([F:21])([F:20])[F:19])=[N:9]1, predict the reactants needed to synthesize it. The reactants are: [Cl:1][C:2]1[CH:7]=[CH:6][CH:5]=[CH:4][C:3]=1[N:8]1[C:12]([C:13]2[O:14]C=CC=2)=[CH:11][C:10]([C:18]([F:21])([F:20])[F:19])=[N:9]1.[O-:22]Cl=O.[Na+]. (8) The reactants are: [H-].[Na+].[F:3][C:4]1[CH:9]=[C:8]([F:10])[CH:7]=[CH:6][C:5]=1[SH:11].Cl[C:13]1[CH:14]=[CH:15][C:16]2[N:17]([CH:19]=[CH:20][C:21](=[O:31])[C:22]=2[C:23]2[C:28]([F:29])=[CH:27][CH:26]=[CH:25][C:24]=2[F:30])[N:18]=1. Given the product [F:29][C:28]1[CH:27]=[CH:26][CH:25]=[C:24]([F:30])[C:23]=1[C:22]1[C:21](=[O:31])[CH:20]=[CH:19][N:17]2[C:16]=1[CH:15]=[CH:14][C:13]([S:11][C:5]1[CH:6]=[CH:7][C:8]([F:10])=[CH:9][C:4]=1[F:3])=[N:18]2, predict the reactants needed to synthesize it.